Dataset: Forward reaction prediction with 1.9M reactions from USPTO patents (1976-2016). Task: Predict the product of the given reaction. (1) Given the reactants [CH:1]1([CH2:4][O:5][NH:6][C:7]([C:9]2[C:17]([NH:18][C:19]3[CH:24]=[CH:23][C:22](I)=[CH:21][C:20]=3[CH3:26])=[C:16]([F:27])[C:12]3[N:13]=[CH:14][NH:15][C:11]=3[CH:10]=2)=[O:8])[CH2:3][CH2:2]1.[C:28]([Si](C)(C)C)#[CH:29], predict the reaction product. The product is: [CH:1]1([CH2:4][O:5][NH:6][C:7]([C:9]2[C:17]([NH:18][C:19]3[CH:24]=[CH:23][C:22]([C:28]#[CH:29])=[CH:21][C:20]=3[CH3:26])=[C:16]([F:27])[C:12]3[N:13]=[CH:14][NH:15][C:11]=3[CH:10]=2)=[O:8])[CH2:3][CH2:2]1. (2) The product is: [OH:9][C:3]([C:2]([F:10])([F:11])[F:1])([CH2:13][CH:12]=[O:14])[C:4]([O:6][CH2:7][CH3:8])=[O:5]. Given the reactants [F:1][C:2]([F:11])([F:10])[C:3](=[O:9])[C:4]([O:6][CH2:7][CH3:8])=[O:5].[CH:12](=[O:14])[CH3:13].N1CCC[C@H]1C(O)=O, predict the reaction product. (3) The product is: [CH3:38][O:37][C:35]([C:34]1[C:33]([C:39]([O:41][CH3:42])=[O:40])=[C:16]2[CH:17]=[C:18]([C:21]3[CH:26]=[CH:25][CH:24]=[CH:23][CH:22]=3)[CH:19]=[CH:20][N:15]2[N:14]=1)=[O:36]. Given the reactants [N+](C1C=C([N+]([O-])=O)C=CC=1[O-])([O-])=O.[NH2:14][N+:15]1[CH:20]=[CH:19][C:18]([C:21]2[CH:26]=[CH:25][CH:24]=[CH:23][CH:22]=2)=[CH:17][CH:16]=1.C([O-])([O-])=O.[K+].[K+].[C:33]([C:39]([O:41][CH3:42])=[O:40])#[C:34][C:35]([O:37][CH3:38])=[O:36], predict the reaction product. (4) The product is: [CH2:1]([O:3][CH:4]1[CH2:9][CH2:8][C:7]([N:11]2[CH2:16][CH2:15][CH:14]([NH:18][C:19]3[CH:24]=[C:23]([CH3:25])[CH:22]=[CH:21][C:20]=3/[CH:26]=[CH:27]/[C:28]([O:30][CH2:31][CH3:32])=[O:29])[CH2:13][CH2:12]2)([CH3:10])[CH2:6][CH2:5]1)[CH3:2]. Given the reactants [CH2:1]([O:3][CH:4]1[CH2:9][CH2:8][C:7]([N:11]2[CH2:16][CH2:15][C:14](=O)[CH2:13][CH2:12]2)([CH3:10])[CH2:6][CH2:5]1)[CH3:2].[NH2:18][C:19]1[CH:24]=[C:23]([CH3:25])[CH:22]=[CH:21][C:20]=1/[CH:26]=[CH:27]/[C:28]([O:30][CH2:31][CH3:32])=[O:29].C(O[BH-](OC(=O)C)OC(=O)C)(=O)C.[Na+], predict the reaction product.